The task is: Predict the reaction yield, written as a fraction of the theoretical maximum amount of product (1.0 means a 100% yield; for example, 0.34 means a 34% yield).. This data is from Reaction yield outcomes from USPTO patents with 853,638 reactions. (1) The reactants are [Br:1][C:2]1[CH:3]=[CH:4][C:5]([F:14])=[C:6]([C:8]2[CH:9]=[N:10][CH:11]=[CH:12][CH:13]=2)[CH:7]=1.C(OO)(=[O:17])C.OO. The catalyst is C(O)(=O)C.O1CCCC1. The product is [Br:1][C:2]1[CH:3]=[CH:4][C:5]([F:14])=[C:6]([C:8]2[CH:9]=[N+:10]([O-:17])[CH:11]=[CH:12][CH:13]=2)[CH:7]=1. The yield is 0.750. (2) The reactants are [Cl:1][C:2]1[C:9]([Cl:10])=[C:8]([OH:11])[CH:7]=[CH:6][C:3]=1[CH:4]=[O:5].[F:12][C:13]([F:26])([F:25])[S:14](O[S:14]([C:13]([F:26])([F:25])[F:12])(=[O:16])=[O:15])(=[O:16])=[O:15]. The catalyst is N1C=CC=CC=1. The product is [Cl:1][C:2]1[C:9]([Cl:10])=[C:8]([O:11][S:14]([C:13]([F:26])([F:25])[F:12])(=[O:16])=[O:15])[CH:7]=[CH:6][C:3]=1[CH:4]=[O:5]. The yield is 0.570. (3) The reactants are Cl[CH2:2][CH2:3][N:4]1[C:10](=[O:11])[CH2:9][CH2:8][N:7]([C:12](=[O:22])/[CH:13]=[CH:14]/[C:15]2[CH:20]=[CH:19][CH:18]=[C:17]([Cl:21])[CH:16]=2)[CH2:6][CH2:5]1.[NH:23]1[CH2:28][CH2:27][O:26][CH2:25][CH2:24]1.[Na+].[I-]. The catalyst is CC(N(C)C)=O. The product is [Cl:21][C:17]1[CH:16]=[C:15](/[CH:14]=[CH:13]/[C:12]([N:7]2[CH2:8][CH2:9][C:10](=[O:11])[N:4]([CH2:3][CH2:2][N:23]3[CH2:28][CH2:27][O:26][CH2:25][CH2:24]3)[CH2:5][CH2:6]2)=[O:22])[CH:20]=[CH:19][CH:18]=1. The yield is 0.0800.